From a dataset of Forward reaction prediction with 1.9M reactions from USPTO patents (1976-2016). Predict the product of the given reaction. (1) Given the reactants Cl.[Cl:2][C:3]1[CH:4]=[CH:5][C:6]2[N:7]([C:9]([CH2:19]Cl)=[C:10]([C:12]3[CH:17]=[CH:16][C:15]([F:18])=[CH:14][CH:13]=3)[N:11]=2)[CH:8]=1.[NH2:21][C:22]1[N:27]=[C:26]([CH:28]2[CH2:32][CH2:31][CH2:30][N:29]2[C:33]([O:35][C:36]([CH3:39])([CH3:38])[CH3:37])=[O:34])[CH:25]=[CH:24][N:23]=1.C(=O)([O-])[O-].[K+].[K+], predict the reaction product. The product is: [Cl:2][C:3]1[CH:4]=[CH:5][C:6]2[N:7]([C:9]([CH2:19][NH:21][C:22]3[N:27]=[C:26]([CH:28]4[CH2:32][CH2:31][CH2:30][N:29]4[C:33]([O:35][C:36]([CH3:39])([CH3:38])[CH3:37])=[O:34])[CH:25]=[CH:24][N:23]=3)=[C:10]([C:12]3[CH:17]=[CH:16][C:15]([F:18])=[CH:14][CH:13]=3)[N:11]=2)[CH:8]=1. (2) Given the reactants C([NH:8][CH:9]([C:13]1[C:14]([CH:22]([CH3:24])[CH3:23])=[N:15][N:16]2[CH:21]=[CH:20][CH:19]=[CH:18][C:17]=12)[CH:10]([CH3:12])[CH3:11])C1C=CC=CC=1, predict the reaction product. The product is: [CH:22]([C:14]1[C:13]([CH:9]([NH2:8])[CH:10]([CH3:12])[CH3:11])=[C:17]2[CH2:18][CH2:19][CH2:20][CH2:21][N:16]2[N:15]=1)([CH3:24])[CH3:23].